Dataset: Forward reaction prediction with 1.9M reactions from USPTO patents (1976-2016). Task: Predict the product of the given reaction. (1) Given the reactants [CH3:1][C:2]1[C:8]([B:9]2[O:13][C:12]([CH3:15])([CH3:14])[C:11]([CH3:17])([CH3:16])[O:10]2)=[CH:7][CH:6]=[CH:5][C:3]=1[NH2:4].CCN(C(C)C)C(C)C.CN(C(ON1N=NC2C=CC=NC1=2)=[N+](C)C)C.F[P-](F)(F)(F)(F)F.[S:51]1[CH:55]=[CH:54][N:53]=[C:52]1[C:56](O)=[O:57], predict the reaction product. The product is: [CH3:1][C:2]1[C:8]([B:9]2[O:13][C:12]([CH3:15])([CH3:14])[C:11]([CH3:17])([CH3:16])[O:10]2)=[CH:7][CH:6]=[CH:5][C:3]=1[NH:4][C:56]([C:52]1[S:51][CH:55]=[CH:54][N:53]=1)=[O:57]. (2) Given the reactants C(O[C:6](=[O:17])[NH:7][CH2:8][CH2:9][NH:10][C:11]1[CH:16]=[CH:15][CH:14]=[CH:13][N:12]=1)(C)(C)C.[C:18](O)(C(F)(F)F)=O.C(Cl)Cl.C[C:29]1[C:30](C(O)=O)=[C:31]([C:34]([OH:36])=[O:35])[S:32][CH:33]=1.OC1C2N=NNC=2C=CC=1.Cl.C(N=C=N)C, predict the reaction product. The product is: [CH3:18][O:36][C:34]([C:31]1[S:32][C:33]([C:6](=[O:17])[NH:7][CH2:8][CH2:9][NH:10][C:11]2[CH:16]=[CH:15][CH:14]=[CH:13][N:12]=2)=[CH:29][CH:30]=1)=[O:35]. (3) The product is: [Cl:1][C:2]1[CH:3]=[CH:4][C:5]([C:9]2[N:13]([CH2:14][CH2:15][CH:16]3[CH2:17][CH2:18][CH2:19][CH2:20][CH2:21]3)[C:12]3[CH:22]=[C:23]([F:27])[C:24]([F:26])=[CH:25][C:11]=3[N:10]=2)=[C:6]([CH:7]=1)[O:8][CH2:29][C:30]1[CH:37]=[CH:36][C:33]([C:34]#[N:35])=[CH:32][C:31]=1[F:38]. Given the reactants [Cl:1][C:2]1[CH:3]=[CH:4][C:5]([C:9]2[N:13]([CH2:14][CH2:15][CH:16]3[CH2:21][CH2:20][CH2:19][CH2:18][CH2:17]3)[C:12]3[CH:22]=[C:23]([F:27])[C:24]([F:26])=[CH:25][C:11]=3[N:10]=2)=[C:6]([OH:8])[CH:7]=1.Br[CH2:29][C:30]1[CH:37]=[CH:36][C:33]([C:34]#[N:35])=[CH:32][C:31]=1[F:38], predict the reaction product. (4) The product is: [Br:24][C:25]1[CH:26]=[C:27]2[C:31](=[CH:32][CH:33]=1)[N:30]([CH:6]1[CH2:5][CH2:4][CH2:3][CH2:2][O:1]1)[N:29]=[CH:28]2. Given the reactants [O:1]1[CH:6]=[CH:5][CH2:4][CH2:3][CH2:2]1.C1(C)C=CC(S([O-])(=O)=O)=CC=1.[NH+]1C=CC=CC=1.[Br:24][C:25]1[CH:26]=[C:27]2[C:31](=[CH:32][CH:33]=1)[NH:30][N:29]=[CH:28]2.C(=O)([O-])O.[Na+], predict the reaction product. (5) The product is: [Cl:1][C:2]1[CH:3]=[CH:4][C:5]2[CH2:6][C@H:7]3[CH2:14][NH:13][CH2:12][C@H:11]([CH3:15])[N:8]3[C:9]=2[CH:10]=1.[Cl:1][C:2]1[CH:3]=[CH:4][C:5]2[CH2:6][C@@H:7]3[CH2:14][NH:13][CH2:12][C@H:11]([CH3:15])[N:8]3[C:9]=2[CH:10]=1. Given the reactants [Cl:1][C:2]1[CH:3]=[CH:4][C:5]2[CH:6]=[C:7]3[CH2:14][NH:13][CH2:12][C@H:11]([CH3:15])[N:8]3[C:9]=2[CH:10]=1.[BH4-].[Na+].[OH-].[Na+], predict the reaction product. (6) Given the reactants [CH2:1]([O:8][C:9]1[CH:10]=[C:11]([S:15][C:16]2[CH:17]=[C:18]3[C:23](=[CH:24][CH:25]=2)[CH:22]=[C:21]([C@:26]([NH:42]C(=O)OC(C)(C)C)([CH3:41])[CH2:27][O:28][P:29]([O:36]C(C)(C)C)([O:31]C(C)(C)C)=[O:30])[CH:20]=[CH:19]3)[CH:12]=[CH:13][CH:14]=1)[C:2]1[CH:7]=[CH:6][CH:5]=[CH:4][CH:3]=1.C(O)(=O)C.Cl.CCOCC, predict the reaction product. The product is: [P:29]([OH:31])([OH:36])([O:28][CH2:27][C@:26]([NH2:42])([C:21]1[CH:20]=[CH:19][C:18]2[C:23](=[CH:24][CH:25]=[C:16]([S:15][C:11]3[CH:12]=[CH:13][CH:14]=[C:9]([O:8][CH2:1][C:2]4[CH:7]=[CH:6][CH:5]=[CH:4][CH:3]=4)[CH:10]=3)[CH:17]=2)[CH:22]=1)[CH3:41])=[O:30]. (7) Given the reactants [NH2:1][S:2]([C:5]1[CH:6]=[C:7]([C:11]2[CH:12]=[C:13]3[C:18](=[CH:19][CH:20]=2)[O:17][C@H:16]([CH2:21][N:22]([CH2:30][C@H:31]([O:38][Si:39]([C:42]([CH3:45])([CH3:44])[CH3:43])([CH3:41])[CH3:40])[C:32]2[CH:33]=[N:34][CH:35]=[CH:36][CH:37]=2)[C:23](=[O:29])[O:24][C:25]([CH3:28])([CH3:27])[CH3:26])[CH2:15][CH2:14]3)[CH:8]=[CH:9][CH:10]=1)(=[O:4])=[O:3].[CH3:46][O:47][CH2:48][C:49](O)=[O:50].CCN=C=NCCCN(C)C.Cl, predict the reaction product. The product is: [Si:39]([O:38][C@H:31]([C:32]1[CH:33]=[N:34][CH:35]=[CH:36][CH:37]=1)[CH2:30][N:22]([CH2:21][C@@H:16]1[CH2:15][CH2:14][C:13]2[C:18](=[CH:19][CH:20]=[C:11]([C:7]3[CH:8]=[CH:9][CH:10]=[C:5]([S:2]([NH:1][C:49](=[O:50])[CH2:48][O:47][CH3:46])(=[O:4])=[O:3])[CH:6]=3)[CH:12]=2)[O:17]1)[C:23](=[O:29])[O:24][C:25]([CH3:26])([CH3:27])[CH3:28])([C:42]([CH3:45])([CH3:44])[CH3:43])([CH3:40])[CH3:41].